From a dataset of Reaction yield outcomes from USPTO patents with 853,638 reactions. Predict the reaction yield, written as a fraction of the theoretical maximum amount of product (1.0 means a 100% yield; for example, 0.34 means a 34% yield). (1) The reactants are [CH3:1][S:2]([C:5]1[CH:10]=[CH:9][C:8]([C@@H:11]([CH2:15][C@H:16]2[CH2:20][CH2:19][C:18](=[O:21])[CH2:17]2)[C:12](O)=[O:13])=[CH:7][C:6]=1[CH3:22])(=[O:4])=[O:3].C(Cl)(=O)C(Cl)=O.[C:29]([Si:33]([CH3:44])([CH3:43])[O:34][CH2:35][CH2:36][N:37]1[CH:41]=[CH:40][C:39]([NH2:42])=[N:38]1)([CH3:32])([CH3:31])[CH3:30].N1C(C)=CC=CC=1C. The catalyst is C(Cl)Cl.CN(C)C=O. The product is [C:29]([Si:33]([CH3:44])([CH3:43])[O:34][CH2:35][CH2:36][N:37]1[CH:41]=[CH:40][C:39]([NH:42][C:12](=[O:13])[C@@H:11]([C:8]2[CH:9]=[CH:10][C:5]([S:2]([CH3:1])(=[O:3])=[O:4])=[C:6]([CH3:22])[CH:7]=2)[CH2:15][C@H:16]2[CH2:20][CH2:19][C:18](=[O:21])[CH2:17]2)=[N:38]1)([CH3:32])([CH3:31])[CH3:30]. The yield is 0.770. (2) The reactants are [CH2:1]([O:4][C:5](=[O:16])[CH2:6][C:7]1[CH:12]=[CH:11][C:10]([OH:13])=[C:9]([O:14][CH3:15])[CH:8]=1)[CH2:2][CH3:3].C([O-])([O-])=O.[K+].[K+].Cl[CH2:24][C:25]([N:27]([CH2:30][CH3:31])[CH2:28][CH3:29])=[O:26]. The catalyst is CC(C)=O. The product is [CH2:1]([O:4][C:5](=[O:16])[CH2:6][C:7]1[CH:12]=[CH:11][C:10]([O:13][CH2:24][C:25](=[O:26])[N:27]([CH2:30][CH3:31])[CH2:28][CH3:29])=[C:9]([O:14][CH3:15])[CH:8]=1)[CH2:2][CH3:3]. The yield is 0.950.